Dataset: Full USPTO retrosynthesis dataset with 1.9M reactions from patents (1976-2016). Task: Predict the reactants needed to synthesize the given product. (1) Given the product [CH3:38][S:39]([OH:42])(=[O:41])=[O:40].[C:1]([N:4]1[CH2:9][CH2:8][N:7]([C:10]2[N:11]([CH2:32][C:33]([F:36])([F:35])[F:34])[C:12]3[C:17]([N:18]=2)=[C:16]([N:19]2[CH2:20][CH2:21][O:22][CH2:23][CH2:24]2)[N:15]=[C:14]([C:25]2[CH:26]=[N:27][C:28]([NH2:31])=[N:29][CH:30]=2)[N:13]=3)[CH2:6][C@@H:5]1[CH3:37])(=[O:3])[CH3:2], predict the reactants needed to synthesize it. The reactants are: [C:1]([N:4]1[CH2:9][CH2:8][N:7]([C:10]2[N:11]([CH2:32][C:33]([F:36])([F:35])[F:34])[C:12]3[C:17]([N:18]=2)=[C:16]([N:19]2[CH2:24][CH2:23][O:22][CH2:21][CH2:20]2)[N:15]=[C:14]([C:25]2[CH:26]=[N:27][C:28]([NH2:31])=[N:29][CH:30]=2)[N:13]=3)[CH2:6][C@@H:5]1[CH3:37])(=[O:3])[CH3:2].[CH3:38][S:39]([OH:42])(=[O:41])=[O:40]. (2) Given the product [F:10][CH:8]([F:9])[C:4]1[C:3]([S:11]([C:14]([CH:17]2[CH2:22][CH2:21][N:20]([C:23]([O:25][C:26]([CH3:28])([CH3:27])[CH3:29])=[O:24])[CH2:19][CH2:18]2)([F:16])[CH3:15])(=[O:12])=[O:13])=[CH:2][N:6]([CH3:7])[N:5]=1, predict the reactants needed to synthesize it. The reactants are: Cl[C:2]1[N:6]([CH3:7])[N:5]=[C:4]([CH:8]([F:10])[F:9])[C:3]=1[S:11]([C:14]([CH:17]1[CH2:22][CH2:21][N:20]([C:23]([O:25][C:26]([CH3:29])([CH3:28])[CH3:27])=[O:24])[CH2:19][CH2:18]1)([F:16])[CH3:15])(=[O:13])=[O:12].[Li]CCCC. (3) Given the product [OH:21][CH:7]1[C@@H:8]2[C@@H:9]([CH2:10][N:11]([C:13]([O:15][C:16]([CH3:17])([CH3:18])[CH3:19])=[O:14])[CH2:12]2)[CH2:20][CH:6]1[N:1]1[CH:5]=[CH:4][N:3]=[CH:2]1, predict the reactants needed to synthesize it. The reactants are: [N:1]1([CH:6]2[CH2:20][C@@H:9]3[CH2:10][N:11]([C:13]([O:15][C:16]([CH3:19])([CH3:18])[CH3:17])=[O:14])[CH2:12][C@@H:8]3[C:7]2=[O:21])[CH:5]=[CH:4][N:3]=[CH:2]1.[BH4-].[Na+]. (4) Given the product [Cl:1][C:2]1[CH:7]=[CH:6][C:5]([O:8][CH2:9][CH:10]([CH3:12])[CH3:11])=[C:4]([I:13])[CH:3]=1, predict the reactants needed to synthesize it. The reactants are: [Cl:1][C:2]1[CH:7]=[CH:6][C:5]([O:8][CH2:9][CH:10]([CH3:12])[CH3:11])=[CH:4][CH:3]=1.[I:13]I.[B-](F)(F)(F)F.[B-](F)(F)(F)F.C1[N+]2(CCl)CC[N+](F)(CC2)C1. (5) Given the product [NH:6]1[C:7]2[C:12](=[CH:11][CH:10]=[CH:9][CH:8]=2)[C:4]([CH2:3][CH2:2][NH:1][S:23]([C:20]2[CH:21]=[CH:22][C:17]([CH2:13][CH2:14][CH2:15][CH2:16][CH3:27])=[CH:18][CH:19]=2)(=[O:25])=[O:24])=[CH:5]1, predict the reactants needed to synthesize it. The reactants are: [NH2:1][CH2:2][CH2:3][C:4]1[C:12]2[C:7](=[CH:8][CH:9]=[CH:10][CH:11]=2)[NH:6][CH:5]=1.[CH2:13]([C:17]1[CH:22]=[CH:21][C:20]([S:23](Cl)(=[O:25])=[O:24])=[CH:19][CH:18]=1)[CH2:14][CH2:15][CH3:16].[CH2:27](N(CC)CC)C. (6) Given the product [F:9][C:7]1([F:10])[O:6][C:5]2[CH:11]=[CH:12][C:2]([S:21]([Cl:24])(=[O:23])=[O:22])=[CH:3][C:4]=2[O:8]1, predict the reactants needed to synthesize it. The reactants are: Br[C:2]1[CH:12]=[CH:11][C:5]2[O:6][C:7]([F:10])([F:9])[O:8][C:4]=2[CH:3]=1.C([Li])CCC.S(=O)=O.[S:21](Cl)([Cl:24])(=[O:23])=[O:22]. (7) The reactants are: Br[C:2]1[CH:24]=[CH:23][C:5]2[C:6]3[N:7]=[C:8]([N:14]4[C:18]([C:19]([CH3:22])([CH3:21])[CH3:20])=[CH:17][N:16]=[N:15]4)[S:9][C:10]=3[CH2:11][CH2:12][O:13][C:4]=2[CH:3]=1. Given the product [C:19]([C:18]1[N:14]([C:8]2[S:9][C:10]3[CH2:11][CH2:12][O:13][C:4]4[CH:3]=[CH:2][CH:24]=[CH:23][C:5]=4[C:6]=3[N:7]=2)[N:15]=[N:16][CH:17]=1)([CH3:22])([CH3:20])[CH3:21], predict the reactants needed to synthesize it. (8) Given the product [F:23][C:24]([F:37])([F:38])[C:25]1[CH:26]=[C:27]([CH:30]=[C:31]([C:33]([F:36])([F:34])[F:35])[CH:32]=1)[CH2:28][NH:29][CH2:17][C:7]1[CH:8]=[C:9]2[N:14]=[C:13]([CH3:15])[N:12]([CH3:16])[C:10]2=[N:11][C:6]=1[N:5]([CH2:19][CH:20]1[CH2:22][CH2:21]1)[CH2:4][CH:1]1[CH2:3][CH2:2]1, predict the reactants needed to synthesize it. The reactants are: [CH:1]1([CH2:4][N:5]([CH2:19][CH:20]2[CH2:22][CH2:21]2)[C:6]2[N:11]=[C:10]3[N:12]([CH3:16])[C:13]([CH3:15])=[N:14][C:9]3=[CH:8][C:7]=2[CH:17]=O)[CH2:3][CH2:2]1.[F:23][C:24]([F:38])([F:37])[C:25]1[CH:26]=[C:27]([CH:30]=[C:31]([C:33]([F:36])([F:35])[F:34])[CH:32]=1)[CH2:28][NH2:29].C(O)(=O)C.[BH3-]C#N.[Na+]. (9) Given the product [CH3:23][O:22][CH2:21][CH:9]1[CH2:10][NH:11][CH2:12][CH2:13][NH:8]1, predict the reactants needed to synthesize it. The reactants are: C([N:8]1[CH2:13][CH2:12][N:11](CC2C=CC=CC=2)[CH2:10][CH:9]1[CH2:21][O:22][CH3:23])C1C=CC=CC=1.